From a dataset of Reaction yield outcomes from USPTO patents with 853,638 reactions. Predict the reaction yield, written as a fraction of the theoretical maximum amount of product (1.0 means a 100% yield; for example, 0.34 means a 34% yield). (1) The reactants are [CH3:1][N:2]1[C:6]2=[CH:7][N:8]=[CH:9][CH:10]=[C:5]2[C:4]([CH:11]=[O:12])=[CH:3]1.CC(=CC)C.[O-:18]Cl=O.[Na+]. The catalyst is C1COCC1.C(O)(C)(C)C.O. The product is [CH3:1][N:2]1[C:6]2=[CH:7][N:8]=[CH:9][CH:10]=[C:5]2[C:4]([C:11]([OH:18])=[O:12])=[CH:3]1. The yield is 0.570. (2) The reactants are [CH3:1][N:2]1[CH2:7][CH2:6][NH:5][CH2:4][C:3]1=[O:8].Cl[C:10]1[N:15]=[CH:14][C:13]([C:16]([O:18][CH3:19])=[O:17])=[CH:12][N:11]=1. The catalyst is ClCCl. The product is [CH3:1][N:2]1[CH2:7][CH2:6][N:5]([C:10]2[N:15]=[CH:14][C:13]([C:16]([O:18][CH3:19])=[O:17])=[CH:12][N:11]=2)[CH2:4][C:3]1=[O:8]. The yield is 0.570. (3) The reactants are Br[C:2]1[CH:3]=[C:4]2[C:9](=[CH:10][CH:11]=1)[C:8](=[O:12])[N:7]([CH3:13])[CH:6]=[CH:5]2.[CH3:14][C:15]1[CH:16]=[N:17][NH:18][CH:19]=1.C([O-])([O-])=O.[K+].[K+].C(OCC)(=O)C. The catalyst is CN1C(=O)CCC1.[Cu]I. The product is [CH3:13][N:7]1[CH:6]=[CH:5][C:4]2[C:9](=[CH:10][CH:11]=[C:2]([N:17]3[CH:16]=[C:15]([CH3:14])[CH:19]=[N:18]3)[CH:3]=2)[C:8]1=[O:12]. The yield is 0.520. (4) The reactants are [C:1]([O:5][C:6]([NH:8][CH2:9][CH2:10][CH2:11][CH2:12][C:13]1[CH:23]=[CH:22][C:16]([O:17][CH2:18][C:19]([OH:21])=O)=[CH:15][CH:14]=1)=[O:7])([CH3:4])([CH3:3])[CH3:2].C1C=NC2N(O)N=NC=2C=1.C(N(C(C)C)CC)(C)C.CCN=C=NCCCN(C)C.Cl.S(O)(O)(=O)=O.[NH2:60][C:61]1[NH:62][CH:63]=[CH:64][N:65]=1. The catalyst is C1COCC1.CN(C1C=CN=CC=1)C.CC#N.C(Cl)Cl. The product is [C:1]([O:5][C:6](=[O:7])[NH:8][CH2:9][CH2:10][CH2:11][CH2:12][C:13]1[CH:14]=[CH:15][C:16]([O:17][CH2:18][C:19](=[O:21])[NH:60][C:61]2[NH:62][CH:63]=[CH:64][N:65]=2)=[CH:22][CH:23]=1)([CH3:2])([CH3:3])[CH3:4]. The yield is 0.660.